Dataset: NCI-60 drug combinations with 297,098 pairs across 59 cell lines. Task: Regression. Given two drug SMILES strings and cell line genomic features, predict the synergy score measuring deviation from expected non-interaction effect. (1) Drug 1: C1=CC(=C2C(=C1NCCNCCO)C(=O)C3=C(C=CC(=C3C2=O)O)O)NCCNCCO. Drug 2: CC(C)NC(=O)C1=CC=C(C=C1)CNNC.Cl. Cell line: SK-OV-3. Synergy scores: CSS=53.1, Synergy_ZIP=5.26, Synergy_Bliss=6.11, Synergy_Loewe=-49.0, Synergy_HSA=5.02. (2) Drug 1: CC=C1C(=O)NC(C(=O)OC2CC(=O)NC(C(=O)NC(CSSCCC=C2)C(=O)N1)C(C)C)C(C)C. Drug 2: C1=NNC2=C1C(=O)NC=N2. Cell line: 786-0. Synergy scores: CSS=30.3, Synergy_ZIP=-6.28, Synergy_Bliss=2.44, Synergy_Loewe=-18.7, Synergy_HSA=1.62. (3) Drug 1: CN(CCCl)CCCl.Cl. Drug 2: C(CC(=O)O)C(=O)CN.Cl. Cell line: OVCAR-8. Synergy scores: CSS=3.26, Synergy_ZIP=-1.36, Synergy_Bliss=-0.656, Synergy_Loewe=-9.54, Synergy_HSA=-3.47. (4) Drug 2: C1CN(CCN1C(=O)CCBr)C(=O)CCBr. Cell line: BT-549. Drug 1: CN(CC1=CN=C2C(=N1)C(=NC(=N2)N)N)C3=CC=C(C=C3)C(=O)NC(CCC(=O)O)C(=O)O. Synergy scores: CSS=22.5, Synergy_ZIP=-4.90, Synergy_Bliss=1.56, Synergy_Loewe=1.84, Synergy_HSA=2.89. (5) Drug 1: C1=NC2=C(N1)C(=S)N=CN2. Drug 2: CN(C(=O)NC(C=O)C(C(C(CO)O)O)O)N=O. Cell line: SR. Synergy scores: CSS=51.5, Synergy_ZIP=-1.84, Synergy_Bliss=-0.501, Synergy_Loewe=-23.3, Synergy_HSA=0.0287. (6) Drug 1: COC1=CC(=CC(=C1O)OC)C2C3C(COC3=O)C(C4=CC5=C(C=C24)OCO5)OC6C(C(C7C(O6)COC(O7)C8=CC=CS8)O)O. Drug 2: CC1=C(C(=O)C2=C(C1=O)N3CC4C(C3(C2COC(=O)N)OC)N4)N. Cell line: COLO 205. Synergy scores: CSS=68.6, Synergy_ZIP=3.28, Synergy_Bliss=2.38, Synergy_Loewe=8.85, Synergy_HSA=10.9.